From a dataset of Peptide-MHC class I binding affinity with 185,985 pairs from IEDB/IMGT. Regression. Given a peptide amino acid sequence and an MHC pseudo amino acid sequence, predict their binding affinity value. This is MHC class I binding data. (1) The peptide sequence is PFTQHLLNIR. The MHC is HLA-A11:01 with pseudo-sequence HLA-A11:01. The binding affinity (normalized) is 0.263. (2) The peptide sequence is AYLLQHLDL. The MHC is HLA-A02:01 with pseudo-sequence HLA-A02:01. The binding affinity (normalized) is 0.0847. (3) The peptide sequence is SYAEVRAAL. The MHC is H-2-Kd with pseudo-sequence H-2-Kd. The binding affinity (normalized) is 1.00. (4) The peptide sequence is SEADVRALG. The MHC is HLA-B27:05 with pseudo-sequence HLA-B27:05. The binding affinity (normalized) is 0. (5) The peptide sequence is FIAQSKGLY. The MHC is HLA-A23:01 with pseudo-sequence HLA-A23:01. The binding affinity (normalized) is 0. (6) The peptide sequence is SLIYYQNEV. The MHC is HLA-A02:02 with pseudo-sequence HLA-A02:02. The binding affinity (normalized) is 1.00. (7) The peptide sequence is FTASVSTVV. The MHC is HLA-C15:02 with pseudo-sequence HLA-C15:02. The binding affinity (normalized) is 0.669. (8) The peptide sequence is ILMDTICGT. The MHC is HLA-A02:01 with pseudo-sequence HLA-A02:01. The binding affinity (normalized) is 0.744. (9) The peptide sequence is DLKRIGASL. The MHC is HLA-B15:01 with pseudo-sequence HLA-B15:01. The binding affinity (normalized) is 0.0847.